Dataset: Reaction yield outcomes from USPTO patents with 853,638 reactions. Task: Predict the reaction yield, written as a fraction of the theoretical maximum amount of product (1.0 means a 100% yield; for example, 0.34 means a 34% yield). The reactants are [Cl:1][C:2]1[CH:23]=[CH:22][C:5]([O:6][CH2:7][C@H:8]([OH:21])[CH2:9][N:10]2[C:14](=[O:15])[C:13]3=[CH:16][CH:17]=[CH:18][CH:19]=[C:12]3[C:11]2=[O:20])=[C:4]([O:24][C:25](=[O:27])[CH3:26])[CH:3]=1.C(N(CC)CC)C.[CH3:35][S:36](Cl)(=[O:38])=[O:37]. The catalyst is C(OCC)(=O)C. The product is [Cl:1][C:2]1[CH:23]=[CH:22][C:5]([O:6][CH2:7][C@H:8]([O:21][S:36]([CH3:35])(=[O:38])=[O:37])[CH2:9][N:10]2[C:14](=[O:15])[C:13]3=[CH:16][CH:17]=[CH:18][CH:19]=[C:12]3[C:11]2=[O:20])=[C:4]([O:24][C:25](=[O:27])[CH3:26])[CH:3]=1. The yield is 0.980.